From a dataset of Full USPTO retrosynthesis dataset with 1.9M reactions from patents (1976-2016). Predict the reactants needed to synthesize the given product. (1) Given the product [C:1]([C:3]1[C:7]2[CH2:8][CH2:9][CH:10]([NH:30][CH2:29][C:23]3[CH:24]=[CH:25][C:26]([Cl:28])=[CH:27][C:22]=3[Cl:21])[CH2:11][C:6]=2[S:5][C:4]=1[NH:13][C:14](=[O:20])[CH:15]([CH2:18][CH3:19])[CH2:16][CH3:17])#[N:2], predict the reactants needed to synthesize it. The reactants are: [C:1]([C:3]1[C:7]2[CH2:8][CH2:9][C:10](=O)[CH2:11][C:6]=2[S:5][C:4]=1[NH:13][C:14](=[O:20])[CH:15]([CH2:18][CH3:19])[CH2:16][CH3:17])#[N:2].[Cl:21][C:22]1[CH:27]=[C:26]([Cl:28])[CH:25]=[CH:24][C:23]=1[CH2:29][NH2:30].C(O[BH-](OC(=O)C)OC(=O)C)(=O)C.[Na+].C(O)(=O)C. (2) Given the product [CH3:1][N:2]1[C:6]([CH2:7][CH2:8][OH:9])=[CH:5][C:4]([C:11]2[CH:16]=[CH:15][C:14]([C:17]([F:18])([F:19])[F:20])=[CH:13][CH:12]=2)=[N:3]1, predict the reactants needed to synthesize it. The reactants are: [CH3:1][N:2]1[C:6]([CH2:7][C:8](O)=[O:9])=[CH:5][C:4]([C:11]2[CH:16]=[CH:15][C:14]([C:17]([F:20])([F:19])[F:18])=[CH:13][CH:12]=2)=[N:3]1.